This data is from Peptide-MHC class I binding affinity with 185,985 pairs from IEDB/IMGT. The task is: Regression. Given a peptide amino acid sequence and an MHC pseudo amino acid sequence, predict their binding affinity value. This is MHC class I binding data. (1) The peptide sequence is VYKVYYGNAL. The MHC is HLA-A26:01 with pseudo-sequence HLA-A26:01. The binding affinity (normalized) is 0.134. (2) The peptide sequence is KAYSEAETF. The MHC is HLA-B58:01 with pseudo-sequence HLA-B58:01. The binding affinity (normalized) is 0.707. (3) The peptide sequence is ILKEPVHGV. The MHC is HLA-B44:03 with pseudo-sequence HLA-B44:03. The binding affinity (normalized) is 0. (4) The binding affinity (normalized) is 1.00. The MHC is HLA-A02:01 with pseudo-sequence HLA-A02:01. The peptide sequence is YLCFLAFLL. (5) The peptide sequence is YMRERFEPM. The MHC is HLA-B45:06 with pseudo-sequence YHTKYREIYAQTDESNLYWRYNLYTWAVDAYLSY. The binding affinity (normalized) is 0.213. (6) The binding affinity (normalized) is 0.0847. The MHC is HLA-A01:01 with pseudo-sequence HLA-A01:01. The peptide sequence is VFFKQWFEK.